Dataset: Peptide-MHC class II binding affinity with 134,281 pairs from IEDB. Task: Regression. Given a peptide amino acid sequence and an MHC pseudo amino acid sequence, predict their binding affinity value. This is MHC class II binding data. (1) The peptide sequence is SGLVWGQKYFKGNFQ. The MHC is DRB3_0101 with pseudo-sequence DRB3_0101. The binding affinity (normalized) is 0.417. (2) The peptide sequence is HLEYVSSELRKSLQV. The MHC is H-2-IAb with pseudo-sequence H-2-IAb. The binding affinity (normalized) is 0.0752. (3) The peptide sequence is LEAWLTEHGCNRLKR. The MHC is DRB1_0901 with pseudo-sequence DRB1_0901. The binding affinity (normalized) is 0.353. (4) The peptide sequence is ATTEEQKLIEDINAS. The MHC is HLA-DPA10103-DPB10401 with pseudo-sequence HLA-DPA10103-DPB10401. The binding affinity (normalized) is 0.